From a dataset of Reaction yield outcomes from USPTO patents with 853,638 reactions. Predict the reaction yield, written as a fraction of the theoretical maximum amount of product (1.0 means a 100% yield; for example, 0.34 means a 34% yield). The reactants are [N:1]([CH:4]([C:6]1[N:7]=[C:8]2[S:16][CH:15]=[C:14]([CH3:17])[N:9]2[C:10](=[O:13])[C:11]=1Br)[CH3:5])=[N+:2]=[N-:3].[F:18][C:19]1[CH:20]=[C:21](B(O)O)[CH:22]=[C:23]([F:25])[CH:24]=1.C(=O)([O-])[O-].[Na+].[Na+].O. The catalyst is O1CCOCC1.C(OCC)(=O)C.C1C=CC([P]([Pd]([P](C2C=CC=CC=2)(C2C=CC=CC=2)C2C=CC=CC=2)([P](C2C=CC=CC=2)(C2C=CC=CC=2)C2C=CC=CC=2)[P](C2C=CC=CC=2)(C2C=CC=CC=2)C2C=CC=CC=2)(C2C=CC=CC=2)C2C=CC=CC=2)=CC=1. The product is [N:1]([CH:4]([C:6]1[N:7]=[C:8]2[S:16][CH:15]=[C:14]([CH3:17])[N:9]2[C:10](=[O:13])[C:11]=1[C:21]1[CH:20]=[C:19]([F:18])[CH:24]=[C:23]([F:25])[CH:22]=1)[CH3:5])=[N+:2]=[N-:3]. The yield is 0.310.